From a dataset of Forward reaction prediction with 1.9M reactions from USPTO patents (1976-2016). Predict the product of the given reaction. (1) Given the reactants [CH2:1]([O:3][C:4]1[C:13]2[C:8](=[C:9]([O:19][CH2:20][CH3:21])[CH:10]=[C:11]([C:14](OCC)=[O:15])[CH:12]=2)[N:7]=[C:6]([CH3:22])[CH:5]=1)[CH3:2].CC(C[AlH]CC(C)C)C.CC(OI1(OC(C)=O)(OC(C)=O)OC(=O)C2C=CC=CC1=2)=O, predict the reaction product. The product is: [CH2:1]([O:3][C:4]1[C:13]2[C:8](=[C:9]([O:19][CH2:20][CH3:21])[CH:10]=[C:11]([CH:14]=[O:15])[CH:12]=2)[N:7]=[C:6]([CH3:22])[CH:5]=1)[CH3:2]. (2) Given the reactants [Br:1][C:2]1[CH:3]=[C:4]([NH:8][C:9]2[C:10]3[CH:18]=[C:17]([NH:19][CH2:20][CH2:21][CH2:22][N:23]4[CH2:28][CH2:27][O:26][CH2:25][CH2:24]4)[N:16]=[CH:15][C:11]=3[N:12]=[CH:13][N:14]=2)[CH:5]=[CH:6][CH:7]=1.CCN(CC)CC.[C:36](Cl)(=[O:39])[CH:37]=[CH2:38], predict the reaction product. The product is: [Br:1][C:2]1[CH:3]=[C:4]([NH:8][C:9]2[C:10]3[CH:18]=[C:17]([N:19]([CH2:20][CH2:21][CH2:22][N:23]4[CH2:28][CH2:27][O:26][CH2:25][CH2:24]4)[C:36](=[O:39])[CH:37]=[CH2:38])[N:16]=[CH:15][C:11]=3[N:12]=[CH:13][N:14]=2)[CH:5]=[CH:6][CH:7]=1. (3) Given the reactants Cl.[Cl:2][C:3]1[CH:12]=[C:11]2[C:6]([CH2:7][CH2:8][NH:9][CH:10]2[CH:13]2[CH2:18][CH2:17][CH2:16][CH2:15][CH2:14]2)=[CH:5][CH:4]=1.C(=O)(O)[O-].[Na+].[Cl:24][CH2:25][C:26](Cl)=[O:27], predict the reaction product. The product is: [Cl:2][C:3]1[CH:12]=[C:11]2[C:6]([CH2:7][CH2:8][N:9]([C:26](=[O:27])[CH2:25][Cl:24])[CH:10]2[CH:13]2[CH2:18][CH2:17][CH2:16][CH2:15][CH2:14]2)=[CH:5][CH:4]=1. (4) Given the reactants [CH3:1][N:2]([CH3:10])[NH:3][C:4](=[O:9])[C:5](C)([CH3:7])[CH3:6].CN(C)N.C(N(CC)CC)C.C(Cl)(=O)C(C)C, predict the reaction product. The product is: [CH3:1][N:2]([CH3:10])[NH:3][C:4](=[O:9])[CH:5]([CH3:7])[CH3:6]. (5) Given the reactants [H-].[Na+].[Cl:3][C:4]1[CH:5]=[C:6]([C:11]2([CH3:23])[CH2:16][CH:15]([CH3:17])[CH2:14][C:13](=[O:18])[CH:12]2[C:19]([O:21][CH3:22])=[O:20])[CH:7]=[CH:8][C:9]=1[Cl:10].[P:24](Cl)([O:29][CH2:30][CH3:31])([O:26][CH2:27][CH3:28])=[O:25].[Cl-].[NH4+], predict the reaction product. The product is: [Cl:3][C:4]1[CH:5]=[C:6]([C:11]2([CH3:23])[C:12]([C:19]([O:21][CH3:22])=[O:20])=[C:13]([O:18][P:24]([O:29][CH2:30][CH3:31])([O:26][CH2:27][CH3:28])=[O:25])[CH2:14][CH:15]([CH3:17])[CH2:16]2)[CH:7]=[CH:8][C:9]=1[Cl:10]. (6) Given the reactants [CH2:1]([S:3][C:4]1[C:9]([C:10]([O:12]CC)=[O:11])=[CH:8][CH:7]=[C:6]([C:15]([F:18])([F:17])[F:16])[N:5]=1)[CH3:2].[OH-].[K+].Cl, predict the reaction product. The product is: [CH2:1]([S:3][C:4]1[C:9]([C:10]([OH:12])=[O:11])=[CH:8][CH:7]=[C:6]([C:15]([F:18])([F:16])[F:17])[N:5]=1)[CH3:2]. (7) Given the reactants C([O:3][C:4](=[O:25])[C:5]1[CH:10]=[C:9]([N:11]2[C:15]([CH3:16])=[CH:14][CH:13]=[C:12]2[C:17]2[CH:22]=[C:21]([Br:23])[CH:20]=[CH:19][C:18]=2[OH:24])[CH:8]=[N:7][CH:6]=1)C.[F:26][C:27]1[CH:34]=[CH:33][C:30]([CH2:31]Br)=[CH:29][CH:28]=1.C(=O)([O-])[O-].[K+].[K+], predict the reaction product. The product is: [Br:23][C:21]1[CH:20]=[CH:19][C:18]([O:24][CH2:31][C:30]2[CH:33]=[CH:34][C:27]([F:26])=[CH:28][CH:29]=2)=[C:17]([C:12]2[N:11]([C:9]3[CH:8]=[N:7][CH:6]=[C:5]([CH:10]=3)[C:4]([OH:3])=[O:25])[C:15]([CH3:16])=[CH:14][CH:13]=2)[CH:22]=1.